This data is from Full USPTO retrosynthesis dataset with 1.9M reactions from patents (1976-2016). The task is: Predict the reactants needed to synthesize the given product. (1) Given the product [CH2:18]([C:20]1[CH:27]=[CH:26][C:23]([CH2:24][NH:25][C:15](=[O:16])[CH2:14][CH2:13][C:5]2[CH:6]=[CH:7][C:8]([O:9][CH2:10][C:11]#[CH:12])=[C:3]([O:2][CH3:1])[CH:4]=2)=[CH:22][CH:21]=1)[CH3:19], predict the reactants needed to synthesize it. The reactants are: [CH3:1][O:2][C:3]1[CH:4]=[C:5]([CH2:13][CH2:14][C:15](Cl)=[O:16])[CH:6]=[CH:7][C:8]=1[O:9][CH2:10][C:11]#[CH:12].[CH2:18]([C:20]1[CH:27]=[CH:26][C:23]([CH2:24][NH2:25])=[CH:22][CH:21]=1)[CH3:19]. (2) The reactants are: [C:1]([C:3]1[C:4]([N:17]2[CH2:20][CH:19]([C:21](O)=[O:22])[CH2:18]2)=[N:5][C:6]([CH:14]([F:16])[F:15])=[C:7]([C:9]([O:11][CH2:12][CH3:13])=[O:10])[CH:8]=1)#[N:2].[Cl:24][C:25]1[CH:30]=[CH:29][C:28]([CH2:31][S:32]([NH2:35])(=[O:34])=[O:33])=[C:27]([F:36])[CH:26]=1. Given the product [Cl:24][C:25]1[CH:30]=[CH:29][C:28]([CH2:31][S:32]([NH:35][C:21]([CH:19]2[CH2:18][N:17]([C:4]3[C:3]([C:1]#[N:2])=[CH:8][C:7]([C:9]([O:11][CH2:12][CH3:13])=[O:10])=[C:6]([CH:14]([F:15])[F:16])[N:5]=3)[CH2:20]2)=[O:22])(=[O:34])=[O:33])=[C:27]([F:36])[CH:26]=1, predict the reactants needed to synthesize it. (3) Given the product [Br:11][CH2:1][C:2]1[C:3]([O:9][CH3:10])=[N:4][CH:5]=[CH:6][C:7]=1[CH3:8], predict the reactants needed to synthesize it. The reactants are: [CH3:1][C:2]1[C:3]([O:9][CH3:10])=[N:4][CH:5]=[CH:6][C:7]=1[CH3:8].[Br:11]N1C(=O)CCC1=O.